This data is from Reaction yield outcomes from USPTO patents with 853,638 reactions. The task is: Predict the reaction yield, written as a fraction of the theoretical maximum amount of product (1.0 means a 100% yield; for example, 0.34 means a 34% yield). (1) The reactants are [NH2:1][C:2]1[CH:10]=[CH:9][C:8]([Cl:11])=[CH:7][C:3]=1[C:4](O)=[O:5].[NH2:12][C:13](N)=[O:14]. No catalyst specified. The product is [Cl:11][C:8]1[CH:7]=[C:3]2[C:2](=[CH:10][CH:9]=1)[NH:1][C:13](=[O:14])[NH:12][C:4]2=[O:5]. The yield is 0.940. (2) The reactants are [Cl:1][C:2]1[CH:9]=[CH:8][C:5]([CH2:6][NH2:7])=[CH:4][CH:3]=1.C(N(CC)CC)C.Cl.[N:18]1([CH2:24][CH2:25][C:26]2[N:30]3[CH:31]=[CH:32][CH:33]=[CH:34][C:29]3=[C:28]([C:35](Cl)=[O:36])[N:27]=2)[CH2:23][CH2:22][O:21][CH2:20][CH2:19]1. The catalyst is C(Cl)Cl. The product is [Cl:1][C:2]1[CH:9]=[CH:8][C:5]([CH2:6][NH:7][C:35]([C:28]2[N:27]=[C:26]([CH2:25][CH2:24][N:18]3[CH2:19][CH2:20][O:21][CH2:22][CH2:23]3)[N:30]3[CH:31]=[CH:32][CH:33]=[CH:34][C:29]=23)=[O:36])=[CH:4][CH:3]=1. The yield is 0.470. (3) The reactants are Cl.[CH2:2]1[C:11]2[C:6](=[CH:7][C:8]([C:12]([O:14][CH3:15])=[O:13])=[CH:9][CH:10]=2)[CH2:5][CH2:4][NH:3]1.[Br:16][C:17]1[CH:24]=[CH:23][C:20]([CH2:21]Br)=[CH:19][CH:18]=1.C([O-])([O-])=O.[K+].[K+].CCOC(C)=O. The catalyst is CN(C=O)C.O. The product is [Br:16][C:17]1[CH:24]=[CH:23][C:20]([CH2:21][N:3]2[CH2:4][CH2:5][C:6]3[C:11](=[CH:10][CH:9]=[C:8]([C:12]([O:14][CH3:15])=[O:13])[CH:7]=3)[CH2:2]2)=[CH:19][CH:18]=1. The yield is 1.00. (4) The reactants are [Cl:1][C:2]1[CH:3]=[CH:4][C:5]2[NH:11][C:10]3[CH:12]=[CH:13][CH:14]=[CH:15][C:9]=3[C:8](Cl)=[N:7][C:6]=2[CH:17]=1. The catalyst is [Pd]. The product is [Cl:1][C:2]1[CH:3]=[CH:4][C:5]2[NH:11][C:10]3[CH:12]=[CH:13][CH:14]=[CH:15][C:9]=3[C:8]([CH2:3][CH2:4][CH2:5][C:6]#[N:7])=[N:7][C:6]=2[CH:17]=1. The yield is 0.410. (5) The reactants are C1(P(C2C=CC=CC=2)C2C=CC=CC=2)C=CC=CC=1.[C:20]([Br:24])(Br)(Br)Br.[CH2:25]([O:32][C:33]1[CH:34]=[C:35]([CH:38]=[CH:39][CH:40]=1)CO)[C:26]1[CH:31]=[CH:30][CH:29]=[CH:28][CH:27]=1. The catalyst is C1COCC1. The product is [CH2:25]([O:32][C:33]1[CH:40]=[C:39]([CH:38]=[CH:35][CH:34]=1)[CH2:20][Br:24])[C:26]1[CH:31]=[CH:30][CH:29]=[CH:28][CH:27]=1. The yield is 0.770. (6) The reactants are [OH:1][C@@H:2]1[C@@H:7]([OH:8])[C@H:6]([OH:9])[C:5](=[O:10])[CH:4]=[CH:3]1.O. The catalyst is CO.[Pd]. The product is [OH:8][C@H:7]1[C@H:6]([OH:9])[C@@H:5]([OH:10])[CH2:4][CH2:3][C:2]1=[O:1]. The yield is 0.960. (7) The reactants are [Cl:1][C:2]1[CH:7]=[C:6]([C:8](=O)[CH2:9][C:10]2[CH:17]=[N:16][CH:15]=[CH:14][C:11]=2[C:12]#[N:13])[CH:5]=[CH:4][N:3]=1.COC1C=C(C(=O)CC2C=NC=CC=2C#N)C=CN=1.[CH3:38][C:39]([NH2:43])([CH3:42])[CH2:40][NH2:41]. The catalyst is CCOC(C)=O.C(O)(=O)C. The product is [Cl:1][C:2]1[CH:7]=[C:6]([C:8]2[N:13]=[C:12]([NH:41][CH2:40][C:39]([CH3:42])([NH2:43])[CH3:38])[C:11]3[C:10]([CH:9]=2)=[CH:17][N:16]=[CH:15][CH:14]=3)[CH:5]=[CH:4][N:3]=1. The yield is 0.130.